Dataset: Forward reaction prediction with 1.9M reactions from USPTO patents (1976-2016). Task: Predict the product of the given reaction. (1) Given the reactants [CH3:1][C:2]1([CH3:22])[C:10]2=[CH:11][C:12]3[NH:13][C:14]4[C:19]([C:20]=3[CH:21]=[C:9]2[C:8]2[C:3]1=[CH:4][CH:5]=[CH:6][CH:7]=2)=[CH:18][CH:17]=[CH:16][CH:15]=4.[Br:23][C:24]1[CH:29]=[CH:28][C:27](I)=[CH:26][CH:25]=1.C(=O)([O-])[O-].[K+].[K+].N1C=CC=CC=1C(=O)CC(C1C=CC=CN=1)=O, predict the reaction product. The product is: [Br:23][C:24]1[CH:29]=[CH:28][C:27]([N:13]2[C:12]3[CH:11]=[C:10]4[C:2]([CH3:22])([CH3:1])[C:3]5[C:8]([C:9]4=[CH:21][C:20]=3[C:19]3[C:14]2=[CH:15][CH:16]=[CH:17][CH:18]=3)=[CH:7][CH:6]=[CH:5][CH:4]=5)=[CH:26][CH:25]=1. (2) Given the reactants Cl.[Cl:2][C:3]1[CH:8]=[CH:7][C:6]([CH:9]([NH2:16])[CH:10]2[CH2:15][CH2:14][NH:13][CH2:12][CH2:11]2)=[CH:5][CH:4]=1.Cl[C:18]1[C:19]2[CH:26]=[CH:25][NH:24][C:20]=2[N:21]=[CH:22][N:23]=1.C(N(CC)CC)C, predict the reaction product. The product is: [Cl:2][C:3]1[CH:8]=[CH:7][C:6]([CH:9]([NH2:16])[CH:10]2[CH2:15][CH2:14][N:13]([C:18]3[C:19]4[CH:26]=[CH:25][NH:24][C:20]=4[N:21]=[CH:22][N:23]=3)[CH2:12][CH2:11]2)=[CH:5][CH:4]=1. (3) Given the reactants [CH3:1][O:2][C:3](=[O:20])[C:4]1[CH:9]=[CH:8][C:7](/[CH:10]=[CH:11]/[C:12]([O:14][C:15]([CH3:18])([CH3:17])[CH3:16])=[O:13])=[C:6]([CH3:19])[CH:5]=1, predict the reaction product. The product is: [CH3:1][O:2][C:3](=[O:20])[C:4]1[CH:9]=[CH:8][C:7]([CH2:10][CH2:11][C:12]([O:14][C:15]([CH3:16])([CH3:17])[CH3:18])=[O:13])=[C:6]([CH3:19])[CH:5]=1. (4) Given the reactants [BH4-].[Na+].[Br:3][C:4]1[CH:5]=[CH:6][C:7]([F:25])=[C:8]([C@:10]([NH:18][S@@:19]([C:21]([CH3:24])([CH3:23])[CH3:22])=[O:20])([CH2:16][F:17])[CH2:11][C:12](OC)=[O:13])[CH:9]=1.C1COCC1, predict the reaction product. The product is: [Br:3][C:4]1[CH:5]=[CH:6][C:7]([F:25])=[C:8]([C@@:10]([NH:18][S@@:19]([C:21]([CH3:23])([CH3:22])[CH3:24])=[O:20])([CH2:11][CH2:12][OH:13])[CH2:16][F:17])[CH:9]=1. (5) Given the reactants [NH2:1][C:2]1[S:3][C:4]2[C:9]([N:10]=1)=[CH:8][CH:7]=[C:6]([O:11][C:12]1[C:13]([Cl:33])=[CH:14][C:15]([F:32])=[C:16]([NH:18][C:19](=[O:31])[C:20]3[CH:25]=[CH:24][CH:23]=[C:22]([C:26]([C:29]#[N:30])([CH3:28])[CH3:27])[CH:21]=3)[CH:17]=1)[N:5]=2.[CH:34]1([C:37](Cl)=[O:38])[CH2:36][CH2:35]1, predict the reaction product. The product is: [Cl:33][C:13]1[C:12]([O:11][C:6]2[N:5]=[C:4]3[S:3][C:2]([NH:1][C:37]([CH:34]4[CH2:36][CH2:35]4)=[O:38])=[N:10][C:9]3=[CH:8][CH:7]=2)=[CH:17][C:16]([NH:18][C:19](=[O:31])[C:20]2[CH:25]=[CH:24][CH:23]=[C:22]([C:26]([C:29]#[N:30])([CH3:28])[CH3:27])[CH:21]=2)=[C:15]([F:32])[CH:14]=1. (6) Given the reactants [C:1]([C:4]1[C:12]2[S:11][C:10](=[O:13])[NH:9][C:8]=2[C:7]([O:14]C)=[CH:6][CH:5]=1)(=[O:3])[CH3:2].Cl.N1C=CC=CC=1, predict the reaction product. The product is: [C:1]([C:4]1[C:12]2[S:11][C:10](=[O:13])[NH:9][C:8]=2[C:7]([OH:14])=[CH:6][CH:5]=1)(=[O:3])[CH3:2]. (7) The product is: [NH2:13][C:8]1[C:9]([NH:11][CH3:12])=[CH:10][C:5]([O:4][C:3]2[CH:37]=[CH:38][C:39]([F:41])=[CH:40][C:2]=2[F:1])=[C:6]([C:16]2[C:17]3[CH:26]=[CH:25][N:24]([S:27]([C:30]4[CH:31]=[CH:32][C:33]([CH3:36])=[CH:34][CH:35]=4)(=[O:29])=[O:28])[C:18]=3[C:19](=[O:23])[N:20]([CH3:22])[CH:21]=2)[CH:7]=1. Given the reactants [F:1][C:2]1[CH:40]=[C:39]([F:41])[CH:38]=[CH:37][C:3]=1[O:4][C:5]1[CH:10]=[C:9]([NH:11][CH3:12])[C:8]([N+:13]([O-])=O)=[CH:7][C:6]=1[C:16]1[C:17]2[CH:26]=[CH:25][N:24]([S:27]([C:30]3[CH:35]=[CH:34][C:33]([CH3:36])=[CH:32][CH:31]=3)(=[O:29])=[O:28])[C:18]=2[C:19](=[O:23])[N:20]([CH3:22])[CH:21]=1.CO.[Cl-].[NH4+], predict the reaction product. (8) Given the reactants Cl.[N:2]1([C:8]2[S:12][C:11]([C:13]3[N:14]=[N:15][N:16]([CH2:18][C:19]([O:21][CH2:22][CH3:23])=[O:20])[N:17]=3)=[N:10][N:9]=2)[CH2:7][CH2:6][NH:5][CH2:4][CH2:3]1.C(Cl)Cl.C(N(CC)CC)C.[F:34][C:35]([F:46])([F:45])[C:36]1[CH:44]=[CH:43][CH:42]=[CH:41][C:37]=1[C:38](Cl)=[O:39], predict the reaction product. The product is: [F:34][C:35]([F:45])([F:46])[C:36]1[CH:44]=[CH:43][CH:42]=[CH:41][C:37]=1[C:38]([N:5]1[CH2:6][CH2:7][N:2]([C:8]2[S:12][C:11]([C:13]3[N:14]=[N:15][N:16]([CH2:18][C:19]([O:21][CH2:22][CH3:23])=[O:20])[N:17]=3)=[N:10][N:9]=2)[CH2:3][CH2:4]1)=[O:39]. (9) Given the reactants [C:1]([NH:5][S:6]([C:9]1[CH:14]=[CH:13][C:12](Cl)=[C:11]([N+:16]([O-:18])=[O:17])[CH:10]=1)(=[O:8])=[O:7])([CH3:4])([CH3:3])[CH3:2].[NH2:19][C:20]1[CH:25]=[CH:24][C:23]([CH2:26][CH2:27][OH:28])=[CH:22][CH:21]=1, predict the reaction product. The product is: [C:1]([NH:5][S:6]([C:9]1[CH:14]=[CH:13][C:12]([NH:19][C:20]2[CH:25]=[CH:24][C:23]([CH2:26][CH2:27][OH:28])=[CH:22][CH:21]=2)=[C:11]([N+:16]([O-:18])=[O:17])[CH:10]=1)(=[O:8])=[O:7])([CH3:4])([CH3:3])[CH3:2]. (10) Given the reactants C[O:2][C:3]1[CH:10]=[CH:9][C:6]([C:7]#[N:8])=[CH:5][C:4]=1[C:11]([F:14])([F:13])[F:12].Cl.N1C=CC=CC=1, predict the reaction product. The product is: [OH:2][C:3]1[CH:10]=[CH:9][C:6]([C:7]#[N:8])=[CH:5][C:4]=1[C:11]([F:12])([F:13])[F:14].